From a dataset of Full USPTO retrosynthesis dataset with 1.9M reactions from patents (1976-2016). Predict the reactants needed to synthesize the given product. (1) Given the product [Br:18][C:19]1[N:20]=[C:21]([C:40]2[O:17][N:16]=[C:9]([C:10]3[CH:15]=[CH:14][CH:13]=[CH:12][CH:11]=3)[CH:41]=2)[C:22]([N:25]([C:33]([O:35][C:36]([CH3:39])([CH3:38])[CH3:37])=[O:34])[C:26](=[O:32])[O:27][C:28]([CH3:30])([CH3:31])[CH3:29])=[N:23][CH:24]=1, predict the reactants needed to synthesize it. The reactants are: C1C(=O)N(Cl)C(=O)C1.[CH:9](=[N:16][OH:17])[C:10]1[CH:15]=[CH:14][CH:13]=[CH:12][CH:11]=1.[Br:18][C:19]1[N:20]=[C:21]([C:40]#[CH:41])[C:22]([N:25]([C:33]([O:35][C:36]([CH3:39])([CH3:38])[CH3:37])=[O:34])[C:26](=[O:32])[O:27][C:28]([CH3:31])([CH3:30])[CH3:29])=[N:23][CH:24]=1.CCN(CC)CC. (2) Given the product [CH3:1][C:2]1[CH:7]=[CH:6][C:5]([S:8]([O:11][CH2:12][C@@H:13]([O:29][Si:38]([C:41]([CH3:44])([CH3:43])[CH3:42])([CH3:40])[CH3:39])[C@H:14]([O:21][Si:22]([C:25]([CH3:28])([CH3:27])[CH3:26])([CH3:23])[CH3:24])[C@@H:15]([CH3:20])[CH2:16][N:17]=[N+:18]=[N-:19])(=[O:9])=[O:10])=[CH:4][CH:3]=1, predict the reactants needed to synthesize it. The reactants are: [CH3:1][C:2]1[CH:7]=[CH:6][C:5]([S:8]([O:11][CH2:12][C@@H:13]([OH:29])[C@H:14]([O:21][Si:22]([C:25]([CH3:28])([CH3:27])[CH3:26])([CH3:24])[CH3:23])[C@@H:15]([CH3:20])[CH2:16][N:17]=[N+:18]=[N-:19])(=[O:10])=[O:9])=[CH:4][CH:3]=1.N1C(C)=CC=CC=1C.[Si:38](OS(C(F)(F)F)(=O)=O)([C:41]([CH3:44])([CH3:43])[CH3:42])([CH3:40])[CH3:39].